This data is from CYP2C9 inhibition data for predicting drug metabolism from PubChem BioAssay. The task is: Regression/Classification. Given a drug SMILES string, predict its absorption, distribution, metabolism, or excretion properties. Task type varies by dataset: regression for continuous measurements (e.g., permeability, clearance, half-life) or binary classification for categorical outcomes (e.g., BBB penetration, CYP inhibition). Dataset: cyp2c9_veith. (1) The molecule is COc1ccc(C(=O)NNC(=S)NC(=O)c2ccco2)cc1. The result is 1 (inhibitor). (2) The drug is Cc1noc(C)c1-c1nccc(NCCN2CCOCC2)n1. The result is 0 (non-inhibitor). (3) The drug is Cc1ccc2c(c1)N(CCC(=O)NCCCOC(C)C)C(=O)C(C)O2. The result is 0 (non-inhibitor). (4) The molecule is C=C(C)[C@H]1CN[C@H](C(=O)O)[C@@H]1CC(=O)O. The result is 0 (non-inhibitor).